This data is from Reaction yield outcomes from USPTO patents with 853,638 reactions. The task is: Predict the reaction yield, written as a fraction of the theoretical maximum amount of product (1.0 means a 100% yield; for example, 0.34 means a 34% yield). (1) The reactants are [CH2:1](Br)[CH:2]=[CH2:3].[OH:5][C:6]1[CH:13]=[CH:12][C:9]([CH:10]=[O:11])=[CH:8][CH:7]=1.C([O-])([O-])=O.[K+].[K+]. The catalyst is CC(C)=O. The product is [CH2:1]([O:5][C:6]1[CH:13]=[CH:12][C:9]([CH:10]=[O:11])=[CH:8][CH:7]=1)[CH:2]=[CH2:3]. The yield is 0.940. (2) The reactants are Cl[C:2]1[CH:7]=[CH:6][N:5]=[C:4]2[CH:8]=[C:9]([C:11]3[N:12]=[CH:13][N:14]([CH2:16][O:17][CH2:18][CH2:19][Si:20]([CH3:23])([CH3:22])[CH3:21])[CH:15]=3)[S:10][C:3]=12.C(=O)([O-])[O-].[K+].[K+].[F:30][C:31]1[CH:36]=[C:35]([N+:37]([O-:39])=[O:38])[CH:34]=[CH:33][C:32]=1[OH:40]. The catalyst is C1(OC2C=CC=CC=2)C=CC=CC=1.C(Cl)Cl. The product is [F:30][C:31]1[CH:36]=[C:35]([N+:37]([O-:39])=[O:38])[CH:34]=[CH:33][C:32]=1[O:40][C:2]1[CH:7]=[CH:6][N:5]=[C:4]2[CH:8]=[C:9]([C:11]3[N:12]=[CH:13][N:14]([CH2:16][O:17][CH2:18][CH2:19][Si:20]([CH3:23])([CH3:22])[CH3:21])[CH:15]=3)[S:10][C:3]=12. The yield is 0.610. (3) The reactants are F[C:2]1[CH:9]=[CH:8][C:5]([C:6]#[N:7])=[CH:4][CH:3]=1.[NH:10]1[CH2:15][CH2:14][S:13][CH2:12][CH2:11]1. The catalyst is C(#N)C. The product is [S:13]1[CH2:14][CH2:15][N:10]([C:2]2[CH:9]=[CH:8][C:5]([C:6]#[N:7])=[CH:4][CH:3]=2)[CH2:11][CH2:12]1. The yield is 0.530.